From a dataset of NCI-60 drug combinations with 297,098 pairs across 59 cell lines. Regression. Given two drug SMILES strings and cell line genomic features, predict the synergy score measuring deviation from expected non-interaction effect. (1) Drug 1: C1CC(=O)NC(=O)C1N2CC3=C(C2=O)C=CC=C3N. Drug 2: B(C(CC(C)C)NC(=O)C(CC1=CC=CC=C1)NC(=O)C2=NC=CN=C2)(O)O. Cell line: HS 578T. Synergy scores: CSS=-2.48, Synergy_ZIP=2.09, Synergy_Bliss=1.36, Synergy_Loewe=-0.650, Synergy_HSA=-0.562. (2) Drug 1: CC=C1C(=O)NC(C(=O)OC2CC(=O)NC(C(=O)NC(CSSCCC=C2)C(=O)N1)C(C)C)C(C)C. Drug 2: N.N.Cl[Pt+2]Cl. Cell line: PC-3. Synergy scores: CSS=58.5, Synergy_ZIP=0.0729, Synergy_Bliss=0.487, Synergy_Loewe=-1.41, Synergy_HSA=2.95.